From a dataset of Reaction yield outcomes from USPTO patents with 853,638 reactions. Predict the reaction yield, written as a fraction of the theoretical maximum amount of product (1.0 means a 100% yield; for example, 0.34 means a 34% yield). (1) The reactants are [Br:1][C:2]1[C:3]([OH:17])=[C:4]2[C:9](=[CH:10][CH:11]=1)[N:8]([C:12]([O:14][CH3:15])=[O:13])[C@@H:7]([CH3:16])[CH2:6][CH2:5]2.[F:18][C:19]1[CH:24]=[CH:23][C:22](B(O)O)=[CH:21][CH:20]=1.C(N(CC)CC)C.N1C=CC=CC=1. The catalyst is ClCCl.C([O-])(=O)C.[Cu+2].C([O-])(=O)C. The product is [Br:1][C:2]1[C:3]([O:17][C:22]2[CH:23]=[CH:24][C:19]([F:18])=[CH:20][CH:21]=2)=[C:4]2[C:9](=[CH:10][CH:11]=1)[N:8]([C:12]([O:14][CH3:15])=[O:13])[C@@H:7]([CH3:16])[CH2:6][CH2:5]2. The yield is 0.690. (2) The reactants are [OH:1][C:2]1[CH:7]=[N:6][N:5]([CH:8]2[CH2:13][CH2:12][CH2:11][CH2:10][O:9]2)[C:4](=[O:14])[CH:3]=1.C(N(CC)CC)C.[O:22](S(C(F)(F)F)(=O)=O)[S:23]([C:26]([F:29])([F:28])[F:27])(=O)=[O:24].C([O-])(O)=O.[Na+]. The catalyst is C(Cl)Cl. The product is [F:27][C:26]([F:29])([F:28])[S:23]([O:1][C:2]1[CH:7]=[N:6][N:5]([CH:8]2[CH2:13][CH2:12][CH2:11][CH2:10][O:9]2)[C:4](=[O:14])[CH:3]=1)(=[O:24])=[O:22]. The yield is 0.600. (3) The reactants are [NH2:1][C@@H:2]([CH2:33][C:34]1[CH:39]=[CH:38][CH:37]=[CH:36][CH:35]=1)[C@@H:3]([OH:32])[CH2:4][C@@H:5]([NH:19][C:20](=[O:31])[C@H:21]([C:27]([CH3:30])([CH3:29])[CH3:28])[NH:22][C:23]([O:25][CH3:26])=[O:24])[CH2:6][C:7]1[CH:12]=[CH:11][C:10]([C:13]2[CH:18]=[CH:17][N:16]=[CH:15][CH:14]=2)=[CH:9][CH:8]=1.[CH3:40][O:41][C:42]([NH:44][C@@H:45]([C:49]([CH3:52])([CH3:51])[CH3:50])[C:46](O)=[O:47])=[O:43].CCOP(ON1N=NC2C=CC=CC=2C1=O)(OCC)=O.C(N(CC)C(C)C)(C)C. The catalyst is O1CCCC1. The product is [CH3:40][O:41][C:42](=[O:43])[NH:44][C@@H:45]([C:49]([CH3:51])([CH3:50])[CH3:52])[C:46](=[O:47])[NH:1][C@@H:2]([CH2:33][C:34]1[CH:35]=[CH:36][CH:37]=[CH:38][CH:39]=1)[C@@H:3]([OH:32])[CH2:4][C@H:5]([CH2:6][C:7]1[CH:8]=[CH:9][C:10]([C:13]2[CH:14]=[CH:15][N:16]=[CH:17][CH:18]=2)=[CH:11][CH:12]=1)[NH:19][C:20](=[O:31])[C@H:21]([C:27]([CH3:30])([CH3:29])[CH3:28])[NH:22][C:23](=[O:24])[O:25][CH3:26]. The yield is 0.700. (4) The reactants are [Cl:1][C:2]1[NH:3][CH:4]=[C:5]([N+:7]([O-:9])=[O:8])[N:6]=1.[N:10]([CH2:13][CH:14]1[O:18][C:17](=[O:19])[N:16]([CH2:20][C:21]2([CH3:24])[CH2:23][O:22]2)[CH2:15]1)=[N+:11]=[N-:12].C([O-])(=O)C.[Na+]. The catalyst is C(O)C. The product is [N:10]([CH2:13][CH:14]1[O:18][C:17](=[O:19])[N:16]([CH2:20][C:21]([OH:22])([CH3:23])[CH2:24][N:3]2[CH:4]=[C:5]([N+:7]([O-:9])=[O:8])[N:6]=[C:2]2[Cl:1])[CH2:15]1)=[N+:11]=[N-:12]. The yield is 0.750.